From a dataset of Reaction yield outcomes from USPTO patents with 853,638 reactions. Predict the reaction yield, written as a fraction of the theoretical maximum amount of product (1.0 means a 100% yield; for example, 0.34 means a 34% yield). (1) The reactants are Br[C:2]1[CH:7]=[CH:6][CH:5]=[C:4]([CH3:8])[C:3]=1[Cl:9].C([Sn](CCCC)(CCCC)OC)CCC.CC(=C)[CH2:27][C:28](=[O:30])[CH3:29].C1(C)C=CC=CC=1P(C1C=CC=CC=1C)C1C=CC=CC=1C. The catalyst is Cl[Pd]Cl.C1(C)C=CC=CC=1. The product is [Cl:9][C:3]1[C:4]([CH3:8])=[CH:5][CH:6]=[CH:7][C:2]=1[CH2:27][C:28](=[O:30])[CH3:29]. The yield is 0.800. (2) The reactants are [NH2:1][C:2]1[C:3]([C:16]([O:18][CH2:19][CH3:20])=[O:17])=[N:4][CH:5]=[C:6]([CH2:8][C:9]2[CH:14]=[CH:13][C:12]([F:15])=[CH:11][CH:10]=2)[CH:7]=1.C([O-])([O-])=O.[Cs+].[Cs+].CC1(C)C2C(=C(P(C3C=CC=CC=3)C3C=CC=CC=3)C=CC=2)OC2C(P(C3C=CC=CC=3)C3C=CC=CC=3)=CC=CC1=2.[F:69][C:70]1[CH:75]=[CH:74][C:73](I)=[CH:72][CH:71]=1. The catalyst is C1C=CC(/C=C/C(/C=C/C2C=CC=CC=2)=O)=CC=1.C1C=CC(/C=C/C(/C=C/C2C=CC=CC=2)=O)=CC=1.C1C=CC(/C=C/C(/C=C/C2C=CC=CC=2)=O)=CC=1.[Pd].[Pd].C(OCC)(=O)C.O1CCOCC1. The product is [F:15][C:12]1[CH:11]=[CH:10][C:9]([CH2:8][C:6]2[CH:7]=[C:2]([NH:1][C:73]3[CH:74]=[CH:75][C:70]([F:69])=[CH:71][CH:72]=3)[C:3]([C:16]([O:18][CH2:19][CH3:20])=[O:17])=[N:4][CH:5]=2)=[CH:14][CH:13]=1. The yield is 0.720.